This data is from Forward reaction prediction with 1.9M reactions from USPTO patents (1976-2016). The task is: Predict the product of the given reaction. (1) Given the reactants C([O:3][P:4]([CH2:9][CH2:10][CH2:11][CH2:12][CH2:13][CH2:14][CH2:15][CH2:16][C:17]([F:29])([F:28])[C:18]([F:27])([F:26])[C:19]([F:25])([F:24])[C:20]([F:23])([F:22])[F:21])([O:6]CC)=[O:5])C.Br[Si](C)(C)C, predict the reaction product. The product is: [P:4]([CH2:9][CH2:10][CH2:11][CH2:12][CH2:13][CH2:14][CH2:15][CH2:16][C:17]([F:28])([F:29])[C:18]([F:26])([F:27])[C:19]([F:24])([F:25])[C:20]([F:21])([F:22])[F:23])([OH:5])([OH:6])=[O:3]. (2) Given the reactants [C:1](Cl)(=[O:3])[CH3:2].[CH:5]1([CH2:8][N:9]2[C:15](=[O:16])[C@@H:14]([NH:17][C:18]([N:20]3[CH2:25][CH2:24][CH:23]([N:26]4[CH:30]=[C:29]([C:31]5[CH:36]=[CH:35][CH:34]=[CH:33][CH:32]=5)[NH:28][C:27]4=[O:37])[CH2:22][CH2:21]3)=[O:19])[CH2:13][NH:12][C@H:11]([C:38]3[CH:43]=[CH:42][CH:41]=[CH:40][CH:39]=3)[CH2:10]2)[CH2:7][CH2:6]1.C(N(CC)CC)C, predict the reaction product. The product is: [C:1]([N:12]1[CH2:13][C@@H:14]([NH:17][C:18]([N:20]2[CH2:21][CH2:22][CH:23]([N:26]3[CH:30]=[C:29]([C:31]4[CH:36]=[CH:35][CH:34]=[CH:33][CH:32]=4)[NH:28][C:27]3=[O:37])[CH2:24][CH2:25]2)=[O:19])[C:15](=[O:16])[N:9]([CH2:8][CH:5]2[CH2:6][CH2:7]2)[CH2:10][C@@H:11]1[C:38]1[CH:43]=[CH:42][CH:41]=[CH:40][CH:39]=1)(=[O:3])[CH3:2].